This data is from Forward reaction prediction with 1.9M reactions from USPTO patents (1976-2016). The task is: Predict the product of the given reaction. (1) Given the reactants [OH:1][C:2]1[C:11]2[C:6](=[CH:7][CH:8]=[CH:9][CH:10]=2)[C:5]([CH:12]=[O:13])=[C:4]([CH3:14])[C:3]=1[CH3:15].[H-].[Na+].Br[CH2:19][C:20]#[C:21][CH3:22], predict the reaction product. The product is: [CH2:19]([O:1][C:2]1[C:11]2[C:6](=[CH:7][CH:8]=[CH:9][CH:10]=2)[C:5]([CH:12]=[O:13])=[C:4]([CH3:14])[C:3]=1[CH3:15])[C:20]#[C:21][CH3:22]. (2) Given the reactants [CH:1]1([CH2:4][O:5][C:6]2[N:11]=[C:10]([C:12]([OH:14])=O)[CH:9]=[CH:8][C:7]=2[N:15]2[CH2:19][CH2:18][CH2:17][CH2:16]2)[CH2:3][CH2:2]1.[CH3:20][O:21][C:22](=[O:27])[C:23]([CH3:26])([CH3:25])[NH2:24], predict the reaction product. The product is: [CH3:20][O:21][C:22](=[O:27])[C:23]([NH:24][C:12]([C:10]1[CH:9]=[CH:8][C:7]([N:15]2[CH2:19][CH2:18][CH2:17][CH2:16]2)=[C:6]([O:5][CH2:4][CH:1]2[CH2:2][CH2:3]2)[N:11]=1)=[O:14])([CH3:26])[CH3:25]. (3) Given the reactants [CH2:1]([N:3]1[CH:7]=[C:6]([C:8]2[CH:13]=[CH:12][N:11]=[C:10]3[NH:14][CH:15]=[CH:16][C:9]=23)[C:5]([C:17]2[CH:23]=[CH:22][C:20]([NH2:21])=[CH:19][CH:18]=2)=[N:4]1)[CH3:2].Cl[C:25]([O:27][CH3:28])=[O:26], predict the reaction product. The product is: [CH2:1]([N:3]1[CH:7]=[C:6]([C:8]2[CH:13]=[CH:12][N:11]=[C:10]3[NH:14][CH:15]=[CH:16][C:9]=23)[C:5]([C:17]2[CH:23]=[CH:22][C:20]([NH:21][C:25](=[O:26])[O:27][CH3:28])=[CH:19][CH:18]=2)=[N:4]1)[CH3:2]. (4) The product is: [C:15]([O:19][C:20](=[O:44])[NH:21][C@@H:22]([C:38]([C:2]1[S:1][C:5]2[CH:6]=[CH:7][CH:8]=[CH:9][C:4]=2[N:3]=1)=[O:43])[CH2:23][CH2:24][CH2:25][CH2:26][NH:27][C:28]([O:30][CH2:31][C:32]1[CH:33]=[CH:34][CH:35]=[CH:36][CH:37]=1)=[O:29])([CH3:18])([CH3:16])[CH3:17]. Given the reactants [S:1]1[C:5]2[CH:6]=[CH:7][CH:8]=[CH:9][C:4]=2[N:3]=[CH:2]1.[Li]CCCC.[C:15]([O:19][C:20](=[O:44])[NH:21][C@@H:22]([C:38](=[O:43])N(OC)C)[CH2:23][CH2:24][CH2:25][CH2:26][NH:27][C:28]([O:30][CH2:31][C:32]1[CH:37]=[CH:36][CH:35]=[CH:34][CH:33]=1)=[O:29])([CH3:18])([CH3:17])[CH3:16], predict the reaction product. (5) The product is: [OH:41][CH2:40][CH2:39][NH:2][C@H:3]1[CH2:8][CH2:7][C@H:6]([C:9]([NH:11][C:12]2[C:16]3[CH:17]=[CH:18][CH:19]=[CH:20][C:15]=3[O:14][C:13]=2[C:21]([NH:23][C:24]2[CH:25]=[CH:26][C:27]([Cl:30])=[CH:28][CH:29]=2)=[O:22])=[O:10])[CH2:5][CH2:4]1. Given the reactants Cl.[NH2:2][C@H:3]1[CH2:8][CH2:7][C@H:6]([C:9]([NH:11][C:12]2[C:16]3[CH:17]=[CH:18][CH:19]=[CH:20][C:15]=3[O:14][C:13]=2[C:21]([NH:23][C:24]2[CH:29]=[CH:28][C:27]([Cl:30])=[CH:26][CH:25]=2)=[O:22])=[O:10])[CH2:5][CH2:4]1.C(N(CC)CC)C.I[CH2:39][CH2:40][OH:41], predict the reaction product.